Dataset: Peptide-MHC class I binding affinity with 185,985 pairs from IEDB/IMGT. Task: Regression. Given a peptide amino acid sequence and an MHC pseudo amino acid sequence, predict their binding affinity value. This is MHC class I binding data. (1) The peptide sequence is IEDDEIIWV. The MHC is HLA-A24:03 with pseudo-sequence HLA-A24:03. The binding affinity (normalized) is 0.0847. (2) The MHC is HLA-A01:01 with pseudo-sequence HLA-A01:01. The binding affinity (normalized) is 0.230. The peptide sequence is RPRVAQLTF. (3) The peptide sequence is KTNDFAPAW. The MHC is HLA-B46:01 with pseudo-sequence HLA-B46:01. The binding affinity (normalized) is 0.0847. (4) The peptide sequence is FENDIDEIL. The MHC is HLA-B07:02 with pseudo-sequence HLA-B07:02. The binding affinity (normalized) is 0.0847. (5) The peptide sequence is MVFGRFSFA. The MHC is HLA-A29:02 with pseudo-sequence HLA-A29:02. The binding affinity (normalized) is 0.514. (6) The peptide sequence is FPYVMGDVEL. The MHC is HLA-B07:02 with pseudo-sequence HLA-B07:02. The binding affinity (normalized) is 0.368. (7) The binding affinity (normalized) is 0.384. The MHC is HLA-B45:01 with pseudo-sequence HLA-B45:01. The peptide sequence is FEKMVSLLSV. (8) The peptide sequence is YEFLQPILL. The MHC is Mamu-A2601 with pseudo-sequence Mamu-A2601. The binding affinity (normalized) is 0. (9) The peptide sequence is MLLVHYAII. The MHC is HLA-B08:01 with pseudo-sequence HLA-B08:01. The binding affinity (normalized) is 0.873.